Predict which catalyst facilitates the given reaction. From a dataset of Catalyst prediction with 721,799 reactions and 888 catalyst types from USPTO. (1) Reactant: [OH:1][CH2:2][C:3]1[CH:4]=[C:5]([CH:10]=[CH:11][N:12]=1)[C:6]([O:8][CH3:9])=[O:7].CC(OI1(OC(C)=O)(OC(C)=O)OC(=O)C2C=CC=CC1=2)=O.[Na]. Product: [CH:2]([C:3]1[CH:4]=[C:5]([CH:10]=[CH:11][N:12]=1)[C:6]([O:8][CH3:9])=[O:7])=[O:1]. The catalyst class is: 793. (2) Reactant: [OH:1][CH:2]1[CH2:6][CH2:5][N:4]([C:7]([O:9][C:10]([CH3:13])([CH3:12])[CH3:11])=[O:8])[CH2:3]1.O[N:15]1[C:19](=[O:20])[C:18]2=[CH:21][CH:22]=[CH:23][CH:24]=[C:17]2[C:16]1=[O:25].C1(P(C2C=CC=CC=2)C2C=CC=CC=2)C=CC=CC=1.N(C(OCC)=O)=NC(OCC)=O. Product: [O:25]=[C:16]1[C:17]2[C:18](=[CH:21][CH:22]=[CH:23][CH:24]=2)[C:19](=[O:20])[N:15]1[O:1][CH:2]1[CH2:6][CH2:5][N:4]([C:7]([O:9][C:10]([CH3:13])([CH3:12])[CH3:11])=[O:8])[CH2:3]1. The catalyst class is: 1. (3) Reactant: [CH2:1]([O:3][C:4]1[CH:9]=[CH:8][C:7]([C:10]2[C:18](C(O)=O)=[C:17]3[N:12]([N:13]=[CH:14][CH:15]=[CH:16]3)[N:11]=2)=[CH:6][CH:5]=1)[CH3:2].[I:22]N1C(=O)CCC1=O.C(=O)(O)[O-].[Na+]. Product: [CH2:1]([O:3][C:4]1[CH:9]=[CH:8][C:7]([C:10]2[C:18]([I:22])=[C:17]3[N:12]([N:13]=[CH:14][CH:15]=[CH:16]3)[N:11]=2)=[CH:6][CH:5]=1)[CH3:2]. The catalyst class is: 3. (4) Product: [C:63]([C@@H:62]([NH:66][C:67]([CH2:69][CH2:70][CH2:71][CH2:72][CH2:73][CH2:74][CH2:75][CH2:76][CH2:77][CH2:78][CH2:79][CH2:80][CH2:81][CH2:82][CH2:83][CH2:84][C:85]([OH:87])=[O:86])=[O:68])[CH2:61][CH2:60][C:58](=[O:59])[NH:57][CH2:56][CH2:55][O:54][CH2:53][CH2:52][O:51][CH2:50][C:48](=[O:49])[NH:47][CH2:46][CH2:45][O:44][CH2:43][CH2:42][O:41][CH2:40][C:38](=[O:39])[NH:37][CH2:36][CH2:35][NH:34][C:10](=[O:12])[CH2:9][CH2:8][N:5]1[C:3](=[O:4])[CH:2]=[CH:1][C:6]1=[O:7])([OH:65])=[O:64]. Reactant: [CH:1]1[C:6](=[O:7])[N:5]([CH2:8][CH2:9][C:10]([OH:12])=O)[C:3](=[O:4])[CH:2]=1.CCN=C=NCCCN(C)C.C1C=CC2N(O)N=NC=2C=1.[NH2:34][CH2:35][CH2:36][NH:37][C:38]([CH2:40][O:41][CH2:42][CH2:43][O:44][CH2:45][CH2:46][NH:47][C:48]([CH2:50][O:51][CH2:52][CH2:53][O:54][CH2:55][CH2:56][NH:57][C:58]([CH2:60][CH2:61][C@H:62]([NH:66][C:67]([CH2:69][CH2:70][CH2:71][CH2:72][CH2:73][CH2:74][CH2:75][CH2:76][CH2:77][CH2:78][CH2:79][CH2:80][CH2:81][CH2:82][CH2:83][CH2:84][C:85]([OH:87])=[O:86])=[O:68])[C:63]([OH:65])=[O:64])=[O:59])=[O:49])=[O:39]. The catalyst class is: 37. (5) Reactant: [Cl:1][C:2]1[N:3]=[C:4]2[CH:12]=[C:11]([C:13]([F:16])([F:15])[F:14])[CH:10]=[N:9][C:5]2=[N:6][C:7]=1Cl.Cl.[NH:18]1[CH2:21][CH:20]([N:22]([CH3:30])[C:23](=[O:29])[O:24][C:25]([CH3:28])([CH3:27])[CH3:26])[CH2:19]1.[NH4+].[Cl-]. Product: [Cl:1][C:2]1[N:3]=[C:4]2[CH:12]=[C:11]([C:13]([F:16])([F:15])[F:14])[CH:10]=[N:9][C:5]2=[N:6][C:7]=1[N:18]1[CH2:21][CH:20]([N:22]([CH3:30])[C:23](=[O:29])[O:24][C:25]([CH3:26])([CH3:27])[CH3:28])[CH2:19]1. The catalyst class is: 2.